Predict the reaction yield, written as a fraction of the theoretical maximum amount of product (1.0 means a 100% yield; for example, 0.34 means a 34% yield). From a dataset of Reaction yield outcomes from USPTO patents with 853,638 reactions. (1) The reactants are C([O:8][C:9]1[C:14]([CH3:15])=[CH:13][C:12]([C:16]2[NH:17][C:18](=[O:30])[C:19]3[C:20]([O:28][CH3:29])=[CH:21][C:22]([O:26]C)=[N:23][C:24]=3[CH:25]=2)=[CH:11][C:10]=1[CH3:31])C1C=CC=CC=1.B(Br)(Br)Br.[ClH:36].CCOCC. The catalyst is ClCCl. The product is [ClH:36].[OH:26][C:22]1[CH:21]=[C:20]([O:28][CH3:29])[C:19]2[C:18](=[O:30])[NH:17][C:16]([C:12]3[CH:13]=[C:14]([CH3:15])[C:9]([OH:8])=[C:10]([CH3:31])[CH:11]=3)=[CH:25][C:24]=2[N:23]=1. The yield is 0.370. (2) The reactants are [F:1][C:2]([F:26])([F:25])[S:3]([O:6][C:7]1[CH:8]=[CH:9][C:10]2[O:24][CH2:23][C:13]3([C:21]4[C:16](=[CH:17][CH:18]=[CH:19][CH:20]=4)[NH:15][C:14]3=[O:22])[C:11]=2[CH:12]=1)(=[O:5])=[O:4].[OH-].[Na+].Br[CH2:30][C:31]1[O:32][C:33]([C:36]([F:39])([F:38])[F:37])=[CH:34][CH:35]=1. The catalyst is CN(C)C=O.C(OCC)(=O)C. The product is [F:26][C:2]([F:1])([F:25])[S:3]([O:6][C:7]1[CH:8]=[CH:9][C:10]2[O:24][CH2:23][C:13]3([C:21]4[C:16](=[CH:17][CH:18]=[CH:19][CH:20]=4)[N:15]([CH2:30][C:31]4[O:32][C:33]([C:36]([F:39])([F:38])[F:37])=[CH:34][CH:35]=4)[C:14]3=[O:22])[C:11]=2[CH:12]=1)(=[O:5])=[O:4]. The yield is 0.800. (3) The product is [C:8]([C:3]1[CH:4]=[CH:5][CH:6]=[CH:7][C:2]=1[NH:1][C:18](=[O:20])[CH3:19])(=[O:10])[CH3:9]. The reactants are [NH2:1][C:2]1[CH:7]=[CH:6][CH:5]=[CH:4][C:3]=1[C:8](=[O:10])[CH3:9].C(N(CC)CC)C.[C:18](Cl)(=[O:20])[CH3:19]. The yield is 1.00. The catalyst is ClCCl. (4) The reactants are Br[C:2]1[C:3]2[N:4]([C:8]([CH2:11][C:12]([CH3:17])([N+:14]([O-:16])=[O:15])[CH3:13])=[CH:9][N:10]=2)[CH:5]=[CH:6][CH:7]=1.[F:18][C:19]([F:30])([F:29])[C:20]1[CH:25]=[CH:24][C:23](B(O)O)=[CH:22][CH:21]=1. No catalyst specified. The product is [CH3:13][C:12]([N+:14]([O-:16])=[O:15])([CH3:17])[CH2:11][C:8]1[N:4]2[CH:5]=[CH:6][CH:7]=[C:2]([C:23]3[CH:24]=[CH:25][C:20]([C:19]([F:30])([F:29])[F:18])=[CH:21][CH:22]=3)[C:3]2=[N:10][CH:9]=1. The yield is 1.00. (5) The reactants are Br[CH2:2][C:3]1[CH:10]=[CH:9][C:6]([C:7]#[N:8])=[CH:5][CH:4]=1.C([O-])([O-])=O.[K+].[K+].[F:17][C:18]1[CH:19]=[C:20]([OH:24])[CH:21]=[CH:22][CH:23]=1. The catalyst is CC(C)=O. The product is [F:17][C:18]1[CH:19]=[C:20]([CH:21]=[CH:22][CH:23]=1)[O:24][CH2:2][C:3]1[CH:10]=[CH:9][C:6]([C:7]#[N:8])=[CH:5][CH:4]=1. The yield is 0.870.